Dataset: Forward reaction prediction with 1.9M reactions from USPTO patents (1976-2016). Task: Predict the product of the given reaction. (1) Given the reactants [C:1]([OH:8])(=[O:7])/[CH:2]=[CH:3]/[C:4]([OH:6])=[O:5].[F:9][CH:10]([F:40])[C:11]1[CH:16]=[C:15]([C@@:17]2([C:28]3[CH:33]=[CH:32][CH:31]=[C:30]([C:34]4[CH:35]=[N:36][CH:37]=[N:38][CH:39]=4)[CH:29]=3)[C:25]3[C:20](=[C:21]([F:26])[CH:22]=[CH:23][CH:24]=3)[C:19]([NH2:27])=[N:18]2)[CH:14]=[CH:13][N:12]=1.C(O)CCC, predict the reaction product. The product is: [C:1]([OH:8])(=[O:7])/[CH:2]=[CH:3]/[C:4]([OH:6])=[O:5].[F:40][CH:10]([F:9])[C:11]1[CH:16]=[C:15]([C@@:17]2([C:28]3[CH:33]=[CH:32][CH:31]=[C:30]([C:34]4[CH:35]=[N:36][CH:37]=[N:38][CH:39]=4)[CH:29]=3)[C:25]3[C:20](=[C:21]([F:26])[CH:22]=[CH:23][CH:24]=3)[C:19]([NH2:27])=[N:18]2)[CH:14]=[CH:13][N:12]=1.[F:40][CH:10]([C:11]1[CH:16]=[C:15]([C@@:17]2([C:28]3[CH:33]=[CH:32][CH:31]=[C:30]([C:34]4[CH:39]=[N:38][CH:37]=[N:36][CH:35]=4)[CH:29]=3)[C:25]3[C:20](=[C:21]([F:26])[CH:22]=[CH:23][CH:24]=3)[C:19]([NH2:27])=[N:18]2)[CH:14]=[CH:13][N:12]=1)[F:9]. (2) Given the reactants C([N:8]1[CH2:13][CH2:12][O:11][CH:10]([C:14]([C:28]2[CH:33]=[CH:32][CH:31]=[CH:30][CH:29]=2)([OH:27])[CH2:15][C:16]2[CH:21]=[CH:20][CH:19]=[CH:18][C:17]=2[S:22][C:23]([F:26])([F:25])[F:24])[CH2:9]1)C1C=CC=CC=1.CCN(C(C)C)C(C)C.[CH3:43][CH:44](Cl)[O:45]C(Cl)=O, predict the reaction product. The product is: [C:44]([O:27][C@:14]([C@@H:10]1[O:11][CH2:12][CH2:13][NH:8][CH2:9]1)([C:28]1[CH:33]=[CH:32][CH:31]=[CH:30][CH:29]=1)[CH2:15][C:16]1[CH:21]=[CH:20][CH:19]=[CH:18][C:17]=1[S:22][C:23]([F:25])([F:26])[F:24])(=[O:45])[CH3:43]. (3) Given the reactants [CH:1]1([CH2:7][O:8][C:9]2[CH:10]=[C:11]([CH:15]([OH:19])[CH2:16][C:17]#[N:18])[CH:12]=[CH:13][CH:14]=2)[CH2:6][CH2:5][CH2:4][CH2:3][CH2:2]1.CSC.C1COCC1.C(O)(=O)[C@@H](C1C=CC=CC=1)O, predict the reaction product. The product is: [NH2:18][CH2:17][CH2:16][C@H:15]([C:11]1[CH:12]=[CH:13][CH:14]=[C:9]([O:8][CH2:7][CH:1]2[CH2:6][CH2:5][CH2:4][CH2:3][CH2:2]2)[CH:10]=1)[OH:19]. (4) Given the reactants C([NH:5][C:6]([NH:8][C@H:9]([CH2:12][CH2:13][C:14]1[CH:18]=[CH:17][S:16][CH:15]=1)[CH2:10]O)=[S:7])(C)(C)C.Cl, predict the reaction product. The product is: [S:16]1[CH:17]=[CH:18][C:14]([CH2:13][CH2:12][C@@H:9]2[CH2:10][S:7][C:6]([NH2:5])=[N:8]2)=[CH:15]1. (5) Given the reactants [CH2:1]([N:8]1[CH2:12][CH2:11][CH:10]2[CH2:13][NH:14][CH2:15][CH:9]12)[C:2]1[CH:7]=[CH:6][CH:5]=[CH:4][CH:3]=1.C(=O)([O-])[O-].[K+].[K+].[Cl:22][C:23]1[CH:24]=[CH:25][C:26]([CH2:29][O:30][C:31]2[CH:36]=[CH:35][N:34]([C:37]3[CH:38]=[N:39][C:40](F)=[CH:41][CH:42]=3)[C:33](=[O:44])[CH:32]=2)=[N:27][CH:28]=1, predict the reaction product. The product is: [Cl:22][C:23]1[CH:24]=[CH:25][C:26]([CH2:29][O:30][C:31]2[CH:36]=[CH:35][N:34]([C:37]3[CH:38]=[N:39][C:40]([N:14]4[CH2:13][CH:10]5[CH:9]([N:8]([CH2:1][C:2]6[CH:7]=[CH:6][CH:5]=[CH:4][CH:3]=6)[CH2:12][CH2:11]5)[CH2:15]4)=[CH:41][CH:42]=3)[C:33](=[O:44])[CH:32]=2)=[N:27][CH:28]=1. (6) Given the reactants [F:1][C:2]([F:28])([F:27])[C:3]1[CH:8]=[CH:7][C:6]([C:9]2[CH:14]=[CH:13][CH:12]=[CH:11][C:10]=2[C:15]([NH:17][C:18]2[CH:26]=[CH:25][C:21]([C:22]([OH:24])=O)=[CH:20][CH:19]=2)=[O:16])=[CH:5][CH:4]=1.[NH2:29][CH2:30][CH2:31][C:32]1[N:37]=[C:36]([NH:38][C:39](=[O:45])[O:40][C:41]([CH3:44])([CH3:43])[CH3:42])[CH:35]=[CH:34][CH:33]=1.C1C=CC2N(O)N=NC=2C=1.CCN=C=NCCCN(C)C.Cl, predict the reaction product. The product is: [F:28][C:2]([F:27])([F:1])[C:3]1[CH:4]=[CH:5][C:6]([C:9]2[CH:14]=[CH:13][CH:12]=[CH:11][C:10]=2[C:15]([NH:17][C:18]2[CH:19]=[CH:20][C:21]([C:22]([NH:29][CH2:30][CH2:31][C:32]3[N:37]=[C:36]([NH:38][C:39](=[O:45])[O:40][C:41]([CH3:43])([CH3:42])[CH3:44])[CH:35]=[CH:34][CH:33]=3)=[O:24])=[CH:25][CH:26]=2)=[O:16])=[CH:7][CH:8]=1. (7) Given the reactants [Cl:1][C:2]1[CH:16]=[CH:15][C:5]([CH2:6][O:7][C:8]2[CH:13]=[CH:12][NH:11][C:10](=[O:14])[CH:9]=2)=[CH:4][CH:3]=1.Br[C:18]1[CH:19]=[CH:20][C:21]2[N:25]=[C:24]([CH:26]3[CH2:28][CH2:27]3)[N:23]([CH2:29][CH2:30][CH3:31])[C:22]=2[CH:32]=1.CNCCNC.C(=O)([O-])[O-].[K+].[K+], predict the reaction product. The product is: [Cl:1][C:2]1[CH:16]=[CH:15][C:5]([CH2:6][O:7][C:8]2[CH:13]=[CH:12][N:11]([C:18]3[CH:19]=[CH:20][C:21]4[N:25]=[C:24]([CH:26]5[CH2:27][CH2:28]5)[N:23]([CH2:29][CH2:30][CH3:31])[C:22]=4[CH:32]=3)[C:10](=[O:14])[CH:9]=2)=[CH:4][CH:3]=1. (8) The product is: [CH3:1][C:2]1[N:6]([CH:7]([CH3:9])[CH3:8])[C:5]([C:10]2[CH:15]=[CH:14][N:13]=[C:12]([NH:16][CH:17]3[CH2:22][CH2:21][CH2:20][CH:19]([NH:23][S:32]([CH3:31])(=[O:34])=[O:33])[CH2:18]3)[N:11]=2)=[CH:4][N:3]=1. Given the reactants [CH3:1][C:2]1[N:6]([CH:7]([CH3:9])[CH3:8])[C:5]([C:10]2[CH:15]=[CH:14][N:13]=[C:12]([NH:16][CH:17]3[CH2:22][CH2:21][CH2:20][CH:19]([NH2:23])[CH2:18]3)[N:11]=2)=[CH:4][N:3]=1.C(N(CC)CC)C.[CH3:31][S:32](Cl)(=[O:34])=[O:33].N, predict the reaction product. (9) Given the reactants [CH3:1][C@H:2]1[CH2:7][C@@H:6]([OH:8])[C@H:5]([CH:9]([CH3:11])[CH3:10])[CH2:4][CH2:3]1.[C:12](Cl)(=[O:19])[C:13]1[CH:18]=[CH:17][CH:16]=[CH:15][CH:14]=1, predict the reaction product. The product is: [C:12]([O:8][CH:6]1[CH:5]([CH:9]([CH3:11])[CH3:10])[CH2:4][CH2:3][CH:2]([CH3:1])[CH2:7]1)(=[O:19])[C:13]1[CH:18]=[CH:17][CH:16]=[CH:15][CH:14]=1.